Dataset: Forward reaction prediction with 1.9M reactions from USPTO patents (1976-2016). Task: Predict the product of the given reaction. (1) Given the reactants [CH2:1]([C:4]1[CH:5]=[C:6]([CH:17]=[CH:18][C:19]=1[OH:20])[C:7]([O:9]CC1C=CC=CC=1)=[O:8])[CH:2]=[CH2:3], predict the reaction product. The product is: [OH:20][C:19]1[CH:18]=[CH:17][C:6]([C:7]([OH:9])=[O:8])=[CH:5][C:4]=1[CH2:1][CH2:2][CH3:3]. (2) Given the reactants [CH2:1]([O:3][C:4]([C:6]1[C:14]2[C:9](=[CH:10][CH:11]=[C:12]([OH:15])[CH:13]=2)[N:8]([C:16]2[CH:21]=[CH:20][C:19]([Cl:22])=[CH:18][CH:17]=2)[C:7]=1[CH2:23][C:24]([O:26][CH2:27][CH3:28])=[O:25])=[O:5])[CH3:2].[F:29][C:30]([F:41])([F:40])[C:31]1[CH:36]=[CH:35][C:34](B(O)O)=[CH:33][CH:32]=1, predict the reaction product. The product is: [CH2:1]([O:3][C:4]([C:6]1[C:14]2[C:9](=[CH:10][CH:11]=[C:12]([O:15][C:34]3[CH:35]=[CH:36][C:31]([C:30]([F:41])([F:40])[F:29])=[CH:32][CH:33]=3)[CH:13]=2)[N:8]([C:16]2[CH:21]=[CH:20][C:19]([Cl:22])=[CH:18][CH:17]=2)[C:7]=1[CH2:23][C:24]([O:26][CH2:27][CH3:28])=[O:25])=[O:5])[CH3:2]. (3) The product is: [ClH:21].[NH2:19][CH2:18][CH2:17][C:9]([NH:8][C:6]([O:5][C:1]([CH3:4])([CH3:3])[CH3:2])=[O:7])([CH3:20])[C:10]([O:12][C:13]([CH3:15])([CH3:16])[CH3:14])=[O:11]. Given the reactants [C:1]([O:5][C:6]([NH:8][C:9]([CH3:20])([CH2:17][C:18]#[N:19])[C:10]([O:12][C:13]([CH3:16])([CH3:15])[CH3:14])=[O:11])=[O:7])([CH3:4])([CH3:3])[CH3:2].[ClH:21].[H][H], predict the reaction product. (4) Given the reactants Cl.[N:2]1([C:7]2[CH:35]=[CH:34][C:10]([CH2:11][CH:12]([NH:24][S:25]([C:28]3[CH:29]=[N:30][CH:31]=[CH:32][CH:33]=3)(=[O:27])=[O:26])[C:13]3[N:18]=[C:17]([NH:19][CH2:20][C:21]([OH:23])=[O:22])[CH:16]=[CH:15][CH:14]=3)=[CH:9][CH:8]=2)[CH:6]=[CH:5][CH:4]=[N:3]1.N1C=C[CH:39]=[CH:38][C:37]=1S(C(NCC1C=CC(C2SC=CN=2)=CC=1)C1N=C(NCC(O)=O)C=CC=1)(=O)=O, predict the reaction product. The product is: [N:2]1([C:7]2[CH:8]=[CH:9][C:10]([CH2:11][CH:12]([NH:24][S:25]([C:28]3[CH:29]=[N:30][CH:31]=[CH:32][CH:33]=3)(=[O:27])=[O:26])[C:13]3[N:18]=[C:17]([NH:19][CH2:20][C:21]([O:23][CH:38]([CH3:39])[CH3:37])=[O:22])[CH:16]=[CH:15][CH:14]=3)=[CH:34][CH:35]=2)[CH:6]=[CH:5][CH:4]=[N:3]1. (5) Given the reactants C(O)=O.[F:4][C:5]1[C:10]([F:11])=[CH:9][CH:8]=[CH:7][C:6]=1[C@:12]12[CH2:20][O:19][C@H:18]([CH2:21][O:22]C(C3C=CC=CC=3)(C3C=CC=CC=3)C3C=CC=CC=3)[C@H:17]1[CH2:16][S:15][C:14]([NH:42][C:43](=[O:50])[C:44]1[CH:49]=[CH:48][CH:47]=[CH:46][CH:45]=1)=[N:13]2.C(N(CC)CC)C, predict the reaction product. The product is: [F:4][C:5]1[C:10]([F:11])=[CH:9][CH:8]=[CH:7][C:6]=1[C@:12]12[CH2:20][O:19][C@H:18]([CH2:21][OH:22])[C@H:17]1[CH2:16][S:15][C:14]([NH:42][C:43](=[O:50])[C:44]1[CH:45]=[CH:46][CH:47]=[CH:48][CH:49]=1)=[N:13]2.